Task: Regression. Given two drug SMILES strings and cell line genomic features, predict the synergy score measuring deviation from expected non-interaction effect.. Dataset: NCI-60 drug combinations with 297,098 pairs across 59 cell lines Drug 1: CC1=C2C(C(=O)C3(C(CC4C(C3C(C(C2(C)C)(CC1OC(=O)C(C(C5=CC=CC=C5)NC(=O)OC(C)(C)C)O)O)OC(=O)C6=CC=CC=C6)(CO4)OC(=O)C)O)C)O. Drug 2: CC1C(C(CC(O1)OC2CC(OC(C2O)C)OC3=CC4=CC5=C(C(=O)C(C(C5)C(C(=O)C(C(C)O)O)OC)OC6CC(C(C(O6)C)O)OC7CC(C(C(O7)C)O)OC8CC(C(C(O8)C)O)(C)O)C(=C4C(=C3C)O)O)O)O. Cell line: SK-MEL-2. Synergy scores: CSS=45.2, Synergy_ZIP=14.5, Synergy_Bliss=14.9, Synergy_Loewe=1.61, Synergy_HSA=5.51.